Dataset: Forward reaction prediction with 1.9M reactions from USPTO patents (1976-2016). Task: Predict the product of the given reaction. The product is: [CH3:1][S:2]([OH:5])(=[O:4])=[O:3].[Cl:40][C:37]1[S:36][C:35]([C:33]([NH:32][C:29]2[CH:28]=[CH:27][CH:26]=[C:25]3[C:30]=2[CH2:31][N:23]([C:20]2[CH:19]=[CH:18][C:17]([N:16]4[CH2:15][CH2:14][O:13][C:42]4=[NH:43])=[CH:22][CH:21]=2)[C:24]3=[O:41])=[O:34])=[CH:39][CH:38]=1. Given the reactants [CH3:1][S:2]([OH:5])(=[O:4])=[O:3].[Si]([O:13][CH2:14][CH2:15][N:16]([C:42]#[N:43])[C:17]1[CH:22]=[CH:21][C:20]([N:23]2[CH2:31][C:30]3[C:25](=[CH:26][CH:27]=[CH:28][C:29]=3[NH:32][C:33]([C:35]3[S:36][C:37]([Cl:40])=[CH:38][CH:39]=3)=[O:34])[C:24]2=[O:41])=[CH:19][CH:18]=1)(C(C)(C)C)(C)C.C(OCC)C, predict the reaction product.